Dataset: Peptide-MHC class II binding affinity with 134,281 pairs from IEDB. Task: Regression. Given a peptide amino acid sequence and an MHC pseudo amino acid sequence, predict their binding affinity value. This is MHC class II binding data. (1) The peptide sequence is AVSQITEGFMRKQKY. The MHC is DRB1_0101 with pseudo-sequence DRB1_0101. The binding affinity (normalized) is 0.224. (2) The peptide sequence is GSRAIWYMWLGARYLHHHHHH. The MHC is DRB1_0404 with pseudo-sequence DRB1_0404. The binding affinity (normalized) is 0.362.